From a dataset of Full USPTO retrosynthesis dataset with 1.9M reactions from patents (1976-2016). Predict the reactants needed to synthesize the given product. (1) Given the product [C:24]1([N:30]2[CH:34]=[C:33]([C:35]([NH:1][CH2:2][CH2:3][NH:4][C:5]([C@H:7]3[CH2:8][CH2:9][C@H:10]([C:13]4[NH:17][C:16]([C:18]5[CH:19]=[CH:20][CH:21]=[CH:22][CH:23]=5)=[N:15][N:14]=4)[CH2:11][CH2:12]3)=[O:6])=[O:36])[C:32]([C:38]([F:40])([F:41])[F:39])=[N:31]2)[CH:25]=[CH:26][CH:27]=[CH:28][CH:29]=1, predict the reactants needed to synthesize it. The reactants are: [NH2:1][CH2:2][CH2:3][NH:4][C:5]([C@H:7]1[CH2:12][CH2:11][C@H:10]([C:13]2[NH:17][C:16]([C:18]3[CH:23]=[CH:22][CH:21]=[CH:20][CH:19]=3)=[N:15][N:14]=2)[CH2:9][CH2:8]1)=[O:6].[C:24]1([N:30]2[CH:34]=[C:33]([C:35](O)=[O:36])[C:32]([C:38]([F:41])([F:40])[F:39])=[N:31]2)[CH:29]=[CH:28][CH:27]=[CH:26][CH:25]=1.CCN=C=NCCCN(C)C.Cl.C1C=CC2N(O)N=NC=2C=1.O.C(N(CC)CC)C. (2) Given the product [CH3:42][O:24][C@@H:22]1[CH2:21][C@@H:20]2[N:15]([C:16](=[O:40])/[C:17](=[CH:25]/[C:26]3[CH:31]=[CH:30][C:29]([N:32]4[CH:36]=[C:35]([CH3:37])[N:34]=[CH:33]4)=[C:28]([O:38][CH3:39])[CH:27]=3)/[CH2:18][CH2:19]2)[C@H:14]([C:8]2[CH:7]=[C:6]([F:5])[C:11]([F:12])=[C:10]([F:13])[CH:9]=2)[CH2:23]1, predict the reactants needed to synthesize it. The reactants are: [H-].[Na+].IC.[F:5][C:6]1[CH:7]=[C:8]([C@@H:14]2[CH2:23][C@H:22]([OH:24])[CH2:21][C@@H:20]3[N:15]2[C:16](=[O:40])/[C:17](=[CH:25]/[C:26]2[CH:31]=[CH:30][C:29]([N:32]4[CH:36]=[C:35]([CH3:37])[N:34]=[CH:33]4)=[C:28]([O:38][CH3:39])[CH:27]=2)/[CH2:18][CH2:19]3)[CH:9]=[C:10]([F:13])[C:11]=1[F:12].Br[CH2:42]CCC(N1C=CC(=O)CC1C1C=C(F)C(F)=C(F)C=1)=O. (3) Given the product [ClH:13].[Cl:13][C:14]1[CH:23]=[CH:22][C:17]([C:18]2[N:1]=[C:2]([CH2:3][NH2:4])[S:12][CH:19]=2)=[CH:16][CH:15]=1, predict the reactants needed to synthesize it. The reactants are: [NH2:1][C:2](=[S:12])[CH2:3][NH:4]C(=O)OC(C)(C)C.[Cl:13][C:14]1[CH:23]=[CH:22][C:17]([C:18](=O)[CH2:19]Br)=[CH:16][CH:15]=1. (4) Given the product [OH:17][C:18]1[CH:27]=[C:26]([C:2]#[C:1][CH:3]([OH:4])[C:5]2[CH:6]=[CH:7][CH:8]=[C:9]3[C:14]=2[O:13][CH2:12][CH2:11][C:10]3([CH3:16])[CH3:15])[CH:25]=[CH:24][C:19]=1[C:20]([O:22][CH3:23])=[O:21], predict the reactants needed to synthesize it. The reactants are: [C:1]([CH:3]([C:5]1[CH:6]=[CH:7][CH:8]=[C:9]2[C:14]=1[O:13][CH2:12][CH2:11][C:10]2([CH3:16])[CH3:15])[OH:4])#[CH:2].[OH:17][C:18]1[CH:27]=[C:26](I)[CH:25]=[CH:24][C:19]=1[C:20]([O:22][CH3:23])=[O:21].C(N(CC)CC)C. (5) Given the product [CH2:1]([O:3][C:4](=[O:25])[C:5]1[CH:10]=[CH:9][C:8]([N:11]2[C:19]3[C:14](=[CH:15][C:16]([CH2:20][OH:21])=[CH:17][CH:18]=3)[C:13]([C:23]#[N:24])=[CH:12]2)=[CH:7][CH:6]=1)[CH3:2], predict the reactants needed to synthesize it. The reactants are: [CH2:1]([O:3][C:4](=[O:25])[C:5]1[CH:10]=[CH:9][C:8]([N:11]2[C:19]3[C:14](=[CH:15][C:16]([C:20](O)=[O:21])=[CH:17][CH:18]=3)[C:13]([C:23]#[N:24])=[CH:12]2)=[CH:7][CH:6]=1)[CH3:2].B.O1CCCC1.C(=O)(O)[O-].[Na+]. (6) Given the product [F:18][C:15]1[CH:16]=[CH:17][C:12]([S:9]([N:2]([CH3:1])[C:3]2([C:6]([NH:46][CH2:45][C:41]3[CH:42]=[CH:43][CH:44]=[C:39]([C:36]4[CH:37]=[CH:38][C:33]([O:32][C:31]([F:30])([F:47])[F:48])=[CH:34][CH:35]=4)[CH:40]=3)=[O:8])[CH2:4][CH2:5]2)(=[O:11])=[O:10])=[CH:13][CH:14]=1, predict the reactants needed to synthesize it. The reactants are: [CH3:1][N:2]([S:9]([C:12]1[CH:17]=[CH:16][C:15]([F:18])=[CH:14][CH:13]=1)(=[O:11])=[O:10])[C:3]1([C:6]([OH:8])=O)[CH2:5][CH2:4]1.CCOC(OC(OCC)=O)=O.[F:30][C:31]([F:48])([F:47])[O:32][C:33]1[CH:38]=[CH:37][C:36]([C:39]2[CH:40]=[C:41]([CH2:45][NH2:46])[CH:42]=[CH:43][CH:44]=2)=[CH:35][CH:34]=1.